This data is from NCI-60 drug combinations with 297,098 pairs across 59 cell lines. The task is: Regression. Given two drug SMILES strings and cell line genomic features, predict the synergy score measuring deviation from expected non-interaction effect. (1) Drug 1: CC(CN1CC(=O)NC(=O)C1)N2CC(=O)NC(=O)C2. Drug 2: CC1=C(N=C(N=C1N)C(CC(=O)N)NCC(C(=O)N)N)C(=O)NC(C(C2=CN=CN2)OC3C(C(C(C(O3)CO)O)O)OC4C(C(C(C(O4)CO)O)OC(=O)N)O)C(=O)NC(C)C(C(C)C(=O)NC(C(C)O)C(=O)NCCC5=NC(=CS5)C6=NC(=CS6)C(=O)NCCC[S+](C)C)O. Cell line: HT29. Synergy scores: CSS=36.9, Synergy_ZIP=1.29, Synergy_Bliss=1.81, Synergy_Loewe=1.30, Synergy_HSA=1.18. (2) Drug 1: CN1C2=C(C=C(C=C2)N(CCCl)CCCl)N=C1CCCC(=O)O.Cl. Drug 2: CN(CC1=CN=C2C(=N1)C(=NC(=N2)N)N)C3=CC=C(C=C3)C(=O)NC(CCC(=O)O)C(=O)O. Cell line: HCT-15. Synergy scores: CSS=53.4, Synergy_ZIP=-0.526, Synergy_Bliss=-7.22, Synergy_Loewe=-62.1, Synergy_HSA=-8.02. (3) Drug 2: C(CN)CNCCSP(=O)(O)O. Synergy scores: CSS=64.9, Synergy_ZIP=-1.61, Synergy_Bliss=-0.828, Synergy_Loewe=-54.5, Synergy_HSA=0.784. Drug 1: CC1=C(C(=O)C2=C(C1=O)N3CC4C(C3(C2COC(=O)N)OC)N4)N. Cell line: CCRF-CEM.